Dataset: Forward reaction prediction with 1.9M reactions from USPTO patents (1976-2016). Task: Predict the product of the given reaction. (1) The product is: [CH2:17]([O:16][C:14](=[O:15])[CH:13]([NH:19][C:25](=[O:26])[C:24]1[CH:28]=[CH:29][CH:30]=[C:22]([F:21])[CH:23]=1)[C:12]([O:11][CH2:9][CH3:10])=[O:20])[CH3:18]. Given the reactants C(N(CC)CC)C.Cl.[CH2:9]([O:11][C:12](=[O:20])[CH:13]([NH2:19])[C:14]([O:16][CH2:17][CH3:18])=[O:15])[CH3:10].[F:21][C:22]1[CH:23]=[C:24]([CH:28]=[CH:29][CH:30]=1)[C:25](Cl)=[O:26].O, predict the reaction product. (2) Given the reactants [CH3:1][N:2]1[C:7]2=[C:8]3[N:13]([C:14]([C:15]4[CH:20]=[CH:19][CH:18]=[CH:17][CH:16]=4)=[C:6]2[C:5](=[O:25])[N:4]([CH3:26])[C:3]1=[O:27])[C@H:12]([C:21]([OH:23])=[O:22])[CH2:11][CH2:10][C:9]3=[O:24].[C:28](=O)([O-])[O-].[K+].[K+].S(OC)(OC)(=O)=O, predict the reaction product. The product is: [CH3:1][N:2]1[C:7]2=[C:8]3[N:13]([C:14]([C:15]4[CH:20]=[CH:19][CH:18]=[CH:17][CH:16]=4)=[C:6]2[C:5](=[O:25])[N:4]([CH3:26])[C:3]1=[O:27])[C@H:12]([C:21]([O:23][CH3:28])=[O:22])[CH2:11][CH2:10][C:9]3=[O:24].